This data is from Reaction yield outcomes from USPTO patents with 853,638 reactions. The task is: Predict the reaction yield, written as a fraction of the theoretical maximum amount of product (1.0 means a 100% yield; for example, 0.34 means a 34% yield). (1) The reactants are [Br:1][C:2]1[C:7]([F:8])=[CH:6][CH:5]=[C:4]([N+:9]([O-])=O)[C:3]=1[NH:12][C:13]1[CH:18]=[CH:17][CH:16]=[CH:15][N:14]=1.[Cl-].[NH4+]. The catalyst is CO.O.[Fe]. The product is [Br:1][C:2]1[C:7]([F:8])=[CH:6][CH:5]=[C:4]([NH2:9])[C:3]=1[NH:12][C:13]1[CH:18]=[CH:17][CH:16]=[CH:15][N:14]=1. The yield is 0.750. (2) The product is [NH2:1][C:2]1[N:6]([CH3:7])[C:5](=[O:8])[C:4]([C:9]2[CH:13]=[CH:12][N:11]([CH2:14][CH3:15])[CH:10]=2)([C:16]2[CH:21]=[CH:20][CH:19]=[C:18]([C:27]3[CH:28]=[N:23][CH:24]=[N:25][CH:26]=3)[CH:17]=2)[N:3]=1. The reactants are [NH2:1][C:2]1[N:6]([CH3:7])[C:5](=[O:8])[C:4]([C:16]2[CH:21]=[CH:20][CH:19]=[C:18](Br)[CH:17]=2)([C:9]2[CH:13]=[CH:12][N:11]([CH2:14][CH3:15])[CH:10]=2)[N:3]=1.[N:23]1[CH:28]=[C:27](B(O)O)[CH:26]=[N:25][CH:24]=1.C(=O)([O-])[O-].[Na+].[Na+]. The catalyst is COCCOC.O.C1C=CC([P]([Pd]([P](C2C=CC=CC=2)(C2C=CC=CC=2)C2C=CC=CC=2)([P](C2C=CC=CC=2)(C2C=CC=CC=2)C2C=CC=CC=2)[P](C2C=CC=CC=2)(C2C=CC=CC=2)C2C=CC=CC=2)(C2C=CC=CC=2)C2C=CC=CC=2)=CC=1. The yield is 0.750. (3) The reactants are [Cl:1][C:2]1[CH:23]=[C:22]([C:24]([F:27])([F:26])[F:25])[CH:21]=[CH:20][C:3]=1[CH2:4][N:5]1[C:9]([C:10](N(OC)C)=[O:11])=[CH:8][C:7]([O:16][CH2:17][O:18][CH3:19])=[N:6]1.[H-].C([Al+]CC(C)C)C(C)C.CO.[C@H](O)(C([O-])=O)[C@@H](O)C([O-])=O.[Na+].[K+]. The catalyst is O1CCCC1.C1(C)C=CC=CC=1. The product is [Cl:1][C:2]1[CH:23]=[C:22]([C:24]([F:27])([F:25])[F:26])[CH:21]=[CH:20][C:3]=1[CH2:4][N:5]1[C:9]([CH:10]=[O:11])=[CH:8][C:7]([O:16][CH2:17][O:18][CH3:19])=[N:6]1. The yield is 0.850. (4) The reactants are [CH3:1][O:2][C:3]([CH2:5][C@H:6]([NH2:10])[C:7]([OH:9])=O)=[O:4].Cl.[CH3:12]CN(CC)CC.[Si](Cl)(C)(C)C.[C:24]1([CH3:33])[CH:29]=[CH:28][C:27]([C:30](Cl)=[O:31])=[CH:26][CH:25]=1. The catalyst is C(Cl)Cl. The product is [CH3:33][C:24]1[CH:29]=[CH:28][C:27]([C:30]([NH:10][CH:6]([C:7](=[O:9])[CH3:12])[CH2:5][C:3]([O:2][CH3:1])=[O:4])=[O:31])=[CH:26][CH:25]=1. The yield is 0.910. (5) The catalyst is O1CCOCC1. The yield is 0.840. The product is [CH3:1][C:2]1([CH3:41])[CH2:7][CH2:6][CH:5]([C:8]2[C:12]([CH2:13][N:14]([CH3:26])[CH2:15][CH2:16][NH:17][CH3:18])=[CH:11][NH:10][N:9]=2)[CH2:4][C@H:3]1[O:33][CH2:34][CH:35]1[CH2:36][CH2:37][O:38][CH2:39][CH2:40]1. The reactants are [CH3:1][C:2]1([CH3:41])[CH2:7][CH2:6][CH:5]([C:8]2[C:12]([CH2:13][N:14]([CH3:26])[CH2:15][CH2:16][N:17](C)[C:18](=O)OC(C)(C)C)=[CH:11][N:10](C3CCCCO3)[N:9]=2)[CH2:4][C@H:3]1[O:33][CH2:34][CH:35]1[CH2:40][CH2:39][O:38][CH2:37][CH2:36]1.Cl. (6) The reactants are [F:1][C:2]1[CH:3]=[C:4]([C:11]2[CH:16]=[CH:15][C:14]([C:17]([CH:19]3[CH2:23][CH2:22][CH2:21][CH:20]3[C:24]([O:26][CH3:27])=[O:25])=[O:18])=[CH:13][CH:12]=2)[CH:5]=[CH:6][C:7]=1[NH:8]C=O.Cl. The catalyst is CO. The product is [NH2:8][C:7]1[CH:6]=[CH:5][C:4]([C:11]2[CH:12]=[CH:13][C:14]([C:17]([CH:19]3[CH2:23][CH2:22][CH2:21][CH:20]3[C:24]([O:26][CH3:27])=[O:25])=[O:18])=[CH:15][CH:16]=2)=[CH:3][C:2]=1[F:1]. The yield is 0.890. (7) The reactants are [Br:1][C:2]1[CH:7]=[CH:6][C:5]([C:8]([C:10]2[CH:15]=[CH:14][C:13]([O:16]C)=[CH:12][CH:11]=2)=[O:9])=[CH:4][CH:3]=1.[Al+3].[Cl-].[Cl-].[Cl-].N#N.Cl. The catalyst is C1(C)C=CC=CC=1. The product is [Br:1][C:2]1[CH:7]=[CH:6][C:5]([C:8]([C:10]2[CH:15]=[CH:14][C:13]([OH:16])=[CH:12][CH:11]=2)=[O:9])=[CH:4][CH:3]=1. The yield is 1.00. (8) The reactants are [I:1][C:2]1[C:10]2[CH2:9][CH2:8][C:7]([CH3:12])([CH3:11])[CH2:6][C:5]=2[NH:4][N:3]=1.C(N(CC)CC)C.[C:20](O[C:20]([O:22][C:23]([CH3:26])([CH3:25])[CH3:24])=[O:21])([O:22][C:23]([CH3:26])([CH3:25])[CH3:24])=[O:21]. The catalyst is CN(C)C1C=CN=CC=1.O1CCCC1. The product is [I:1][C:2]1[C:10]2[CH2:9][CH2:8][C:7]([CH3:12])([CH3:11])[CH2:6][C:5]=2[N:4]([C:20]([O:22][C:23]([CH3:26])([CH3:25])[CH3:24])=[O:21])[N:3]=1. The yield is 0.950. (9) The reactants are [C:1]([Si:5]([CH3:21])([CH3:20])[O:6][C@H:7]1[CH2:12][CH2:11][C@H:10]([N:13]2[CH2:18][CH2:17][CH2:16][CH2:15][C:14]2=[O:19])[CH2:9][CH2:8]1)([CH3:4])([CH3:3])[CH3:2].[Li+].CC([N-]C(C)C)C.[Br:30][C:31]1[CH:36]=[CH:35][C:34]([CH2:37]Br)=[C:33]([Cl:39])[CH:32]=1. The catalyst is C1COCC1. The product is [Br:30][C:31]1[CH:36]=[CH:35][C:34]([CH2:37][CH:15]2[CH2:16][CH2:17][CH2:18][N:13]([C@H:10]3[CH2:9][CH2:8][C@H:7]([O:6][Si:5]([C:1]([CH3:4])([CH3:3])[CH3:2])([CH3:21])[CH3:20])[CH2:12][CH2:11]3)[C:14]2=[O:19])=[C:33]([Cl:39])[CH:32]=1. The yield is 0.520. (10) The product is [ClH:1].[ClH:43].[Cl:1][C:2]1[CH:10]=[CH:9][CH:8]=[C:7]2[C:3]=1[CH2:4][N:5]([C:11]([O:13][C@@H:14]1[CH2:18][C@@H:17]([C:19](=[O:35])[NH:20][C@:21]3([C:26](=[O:34])[NH:27][S:28]([CH:31]4[CH2:32][CH2:33]4)(=[O:30])=[O:29])[CH2:23][C@H:22]3[CH2:24][CH3:25])[NH:16][CH2:15]1)=[O:12])[CH2:6]2. The reactants are [Cl:1][C:2]1[CH:10]=[CH:9][CH:8]=[C:7]2[C:3]=1[CH2:4][N:5]([C:11]([O:13][C@@H:14]1[CH2:18][C@@H:17]([C:19](=[O:35])[NH:20][C@:21]3([C:26](=[O:34])[NH:27][S:28]([CH:31]4[CH2:33][CH2:32]4)(=[O:30])=[O:29])[CH2:23][C@H:22]3[CH2:24][CH3:25])[N:16](C(OC(C)(C)C)=O)[CH2:15]1)=[O:12])[CH2:6]2.[ClH:43].O1CCOCC1. The catalyst is C(Cl)Cl. The yield is 0.910.